From a dataset of Catalyst prediction with 721,799 reactions and 888 catalyst types from USPTO. Predict which catalyst facilitates the given reaction. (1) Reactant: [NH2:1][C:2]([C:4]1[NH:8][C:7]([C:9]([O:11]C(C)(C)C)=[O:10])=[C:6]([CH:16]([CH3:18])[CH3:17])[C:5]=1[S:19]([C:22]1[CH:27]=[CH:26][CH:25]=[CH:24][CH:23]=1)(=[O:21])=[O:20])=[O:3].C(O)(C(F)(F)F)=O. Product: [NH2:1][C:2]([C:4]1[NH:8][C:7]([C:9]([OH:11])=[O:10])=[C:6]([CH:16]([CH3:18])[CH3:17])[C:5]=1[S:19]([C:22]1[CH:23]=[CH:24][CH:25]=[CH:26][CH:27]=1)(=[O:20])=[O:21])=[O:3]. The catalyst class is: 4. (2) Reactant: C[Si](C)(C)CCOCN1C2C=CC=CC=2N=C1C[NH:17][CH2:18][CH2:19][CH2:20][CH2:21][NH:22][CH:23]1[C:32]2[N:31]=[CH:30][CH:29]=[CH:28][C:27]=2[CH2:26][CH2:25][CH2:24]1.F[C:36](F)(F)[C:37](O)=O. Product: [NH:22]1[C:23]2[CH:24]=[CH:25][CH:26]=[CH:27][C:32]=2[N:31]=[C:37]1[CH2:36][N:22]([CH:23]1[C:32]2[N:31]=[CH:30][CH:29]=[CH:28][C:27]=2[CH2:26][CH2:25][CH2:24]1)[CH2:21][CH2:20][CH2:19][CH2:18][NH2:17]. The catalyst class is: 2.